From a dataset of Orexin1 receptor HTS with 218,158 compounds and 233 confirmed actives. Binary Classification. Given a drug SMILES string, predict its activity (active/inactive) in a high-throughput screening assay against a specified biological target. (1) The result is 0 (inactive). The molecule is O=C(Nc1cc2nc(n(c2nc1C)Cc1ccccc1)C)c1ccccc1. (2) The compound is Brc1cc(c(O)cc1)C(=O)N\N=C\c1cccnc1. The result is 0 (inactive).